From a dataset of Catalyst prediction with 721,799 reactions and 888 catalyst types from USPTO. Predict which catalyst facilitates the given reaction. (1) Reactant: [Br:1][C:2]1[CH:8]=[CH:7][C:5]([NH2:6])=[C:4]([Cl:9])[CH:3]=1.C(OC([NH:17][C@@H:18]([C@H:22]([C:24]1[CH:29]=[CH:28][CH:27]=[CH:26][CH:25]=1)[CH3:23])[C:19](O)=[O:20])=O)(C)(C)C.P(Cl)(Cl)(Cl)=O.FC(F)(F)C(O)=O. Product: [NH2:17][C@@H:18]([C@H:22]([C:24]1[CH:29]=[CH:28][CH:27]=[CH:26][CH:25]=1)[CH3:23])[C:19]([NH:6][C:5]1[CH:7]=[CH:8][C:2]([Br:1])=[CH:3][C:4]=1[Cl:9])=[O:20]. The catalyst class is: 17. (2) Reactant: CC1C=CC(S(O[CH2:12][CH:13]([O:16][Si:17]([C:20]([CH3:23])([CH3:22])[CH3:21])([CH3:19])[CH3:18])[CH2:14][Cl:15])(=O)=O)=CC=1.[I-:24].[Na+]. Product: [C:20]([Si:17]([O:16][CH:13]([CH2:12][I:24])[CH2:14][Cl:15])([CH3:19])[CH3:18])([CH3:23])([CH3:22])[CH3:21]. The catalyst class is: 21. (3) Reactant: [C:1]([O:5][C:6]([NH:8][CH2:9][C:10]1[CH:11]=[C:12]([C:17]2[CH:18]=[C:19]([CH:24]=[CH:25][CH:26]=2)[C:20]([O:22][CH3:23])=[O:21])[CH:13]=[CH:14][C:15]=1Cl)=[O:7])([CH3:4])([CH3:3])[CH3:2].[H][H]. Product: [C:1]([O:5][C:6]([NH:8][CH2:9][C:10]1[CH:11]=[C:12]([C:17]2[CH:18]=[C:19]([CH:24]=[CH:25][CH:26]=2)[C:20]([O:22][CH3:23])=[O:21])[CH:13]=[CH:14][CH:15]=1)=[O:7])([CH3:4])([CH3:2])[CH3:3]. The catalyst class is: 129. (4) Reactant: [Cl:1]N1C(=O)CCC1=O.[OH:9][CH2:10][CH:11]([CH2:24][OH:25])[CH2:12][CH2:13][N:14]1[CH:21]=[C:20]([CH:22]=[CH2:23])[C:18](=[O:19])[NH:17][C:15]1=[O:16].[N-:26]=[N+:27]=[N-:28].[Na+]. The catalyst class is: 149. Product: [OH:9][CH2:10][CH:11]([CH2:24][OH:25])[CH2:12][CH2:13][N:14]1[CH:21]=[C:20]([CH:22]([N:26]=[N+:27]=[N-:28])[CH2:23][Cl:1])[C:18](=[O:19])[NH:17][C:15]1=[O:16]. (5) The catalyst class is: 784. Product: [CH:2]([C:3]1[CH:12]=[C:11]2[C:6]([CH:7]=[CH:8][C:9]([C:13]([O:15][CH3:16])=[O:14])=[CH:10]2)=[CH:5][CH:4]=1)=[O:1]. Reactant: [OH:1][CH2:2][C:3]1[CH:12]=[C:11]2[C:6]([CH:7]=[CH:8][C:9]([C:13]([O:15][CH3:16])=[O:14])=[CH:10]2)=[CH:5][CH:4]=1. (6) Reactant: [C:1]([O:5][C:6]([N:8]1[C@H:13]([CH3:14])[CH2:12][CH2:11][C@@H:10]([C:15]([OH:17])=O)[CH2:9]1)=[O:7])([CH3:4])([CH3:3])[CH3:2].CN([C:21]([O:25][N:26]1N=NC2C=CC=N[C:27]1=2)=[N+](C)C)C.F[P-](F)(F)(F)(F)F.C(N(CC)CC)C.Cl.CNOC. Product: [CH3:21][O:25][N:26]([CH3:27])[C:15]([C@H:10]1[CH2:9][N:8]([C:6]([O:5][C:1]([CH3:2])([CH3:3])[CH3:4])=[O:7])[C@H:13]([CH3:14])[CH2:12][CH2:11]1)=[O:17]. The catalyst class is: 34. (7) Reactant: [Cl:1]C(OC(Cl)C)=O.C([N:21]1[CH2:24][CH:23]([O:25][CH2:26][C:27]2[S:28][CH:29]=[C:30]([Br:32])[CH:31]=2)[CH2:22]1)(C1C=CC=CC=1)C1C=CC=CC=1.C(O)C. Product: [ClH:1].[Br:32][C:30]1[CH:31]=[C:27]([CH2:26][O:25][CH:23]2[CH2:22][NH:21][CH2:24]2)[S:28][CH:29]=1. The catalyst class is: 4. (8) Reactant: C(=O)([O-])[O-].[K+].[K+].[C:7]1([CH:14]=[CH:13][CH:12]=[C:10]([OH:11])[CH:9]=1)[OH:8].Br[CH2:16][C:17]([CH3:19])=[CH2:18].Cl. Product: [CH3:18][C:17](=[CH2:16])[CH2:19][O:8][C:7]1[CH:9]=[C:10]([OH:11])[CH:12]=[CH:13][CH:14]=1. The catalyst class is: 3.